Dataset: Reaction yield outcomes from USPTO patents with 853,638 reactions. Task: Predict the reaction yield, written as a fraction of the theoretical maximum amount of product (1.0 means a 100% yield; for example, 0.34 means a 34% yield). (1) The reactants are Br[C:2]1[CH:3]=[C:4]([F:12])[C:5]2[O:10][CH2:9][CH2:8][O:7][C:6]=2[CH:11]=1.C([Li])CCC.B(OC)(OC)[O:19]C.OO. The catalyst is O1CCCC1.C(OCC)(=O)C. The product is [F:12][C:4]1[C:5]2[O:10][CH2:9][CH2:8][O:7][C:6]=2[CH:11]=[C:2]([OH:19])[CH:3]=1. The yield is 0.590. (2) The reactants are [S:1]1[CH:5]=[CH:4][CH:3]=[C:2]1[C:6]([OH:8])=O.CCN(C(C)C)C(C)C.F[P-](F)(F)(F)(F)F.N1(OC(N(C)C)=[N+](C)C)C2N=CC=CC=2N=N1.[CH3:42][O:43][C:44]1[CH:45]=[C:46]([NH:50][C:51]2[CH:56]=[C:55]([N:57]([CH3:59])[CH3:58])[N:54]=[C:53]([N:60]3[CH2:65][CH2:64][NH:63][CH2:62][CH2:61]3)[N:52]=2)[CH:47]=[CH:48][CH:49]=1.C([O-])(O)=O.[Na+]. The catalyst is CN(C=O)C. The product is [CH3:42][O:43][C:44]1[CH:45]=[C:46]([NH:50][C:51]2[CH:56]=[C:55]([N:57]([CH3:59])[CH3:58])[N:54]=[C:53]([N:60]3[CH2:65][CH2:64][N:63]([C:6]([C:2]4[S:1][CH:5]=[CH:4][CH:3]=4)=[O:8])[CH2:62][CH2:61]3)[N:52]=2)[CH:47]=[CH:48][CH:49]=1. The yield is 0.570. (3) The reactants are Br[C:2]1[CH:3]=[C:4]([C:8]2[N:9]([C:13]3[CH:18]=[CH:17][CH:16]=[CH:15][CH:14]=3)[CH:10]=[CH:11][N:12]=2)[CH:5]=[CH:6][CH:7]=1.[NH2:19][C:20]1[CH:25]=[CH:24][CH:23]=[CH:22][CH:21]=1.CC(C)([O-])C.[Na+].C1(P(C2CCCCC2)C2C=CC=CC=2C2C(OC)=CC=CC=2OC)CCCCC1. The catalyst is O.C1C=CC(/C=C/C(/C=C/C2C=CC=CC=2)=O)=CC=1.C1C=CC(/C=C/C(/C=C/C2C=CC=CC=2)=O)=CC=1.C1C=CC(/C=C/C(/C=C/C2C=CC=CC=2)=O)=CC=1.[Pd].[Pd]. The product is [C:20]1([NH:19][C:2]2[CH:7]=[CH:6][CH:5]=[C:4]([C:8]3[N:9]([C:13]4[CH:18]=[CH:17][CH:16]=[CH:15][CH:14]=4)[CH:10]=[CH:11][N:12]=3)[CH:3]=2)[CH:25]=[CH:24][CH:23]=[CH:22][CH:21]=1. The yield is 0.606. (4) The reactants are [CH3:1][CH:2]([CH2:8][CH2:9][CH:10]=[CH2:11])[CH2:3][C@@H:4]([OH:7])[CH2:5][CH3:6].N1C=CC=CC=1.[C:18]1([CH3:28])[CH:23]=[CH:22][C:21]([S:24](Cl)(=[O:26])=[O:25])=[CH:20][CH:19]=1. The catalyst is C(Cl)Cl.CN(C1C=CN=CC=1)C. The product is [CH3:28][C:18]1[CH:23]=[CH:22][C:21]([S:24]([O:7][C@H:4]([CH2:3][CH:2]([CH3:1])[CH2:8][CH2:9][CH:10]=[CH2:11])[CH2:5][CH3:6])(=[O:26])=[O:25])=[CH:20][CH:19]=1. The yield is 0.790. (5) The reactants are [Cl:1][C:2]1[CH:10]=[C:9]2[C:5]([C:6]([C:11]([O:13][CH3:14])=[O:12])=[CH:7][NH:8]2)=[CH:4][C:3]=1B1OCC(C)(C)CO1.Br[C:24]1[CH:29]=[CH:28][C:27]([CH:30]2[CH2:33][CH2:32][N:31]2[S:34]([CH3:37])(=[O:36])=[O:35])=[CH:26][CH:25]=1.C(=O)([O-])[O-].[K+].[K+].C(OCC)(=O)C. The catalyst is C1(C)C=CC=CC=1.C(O)C.C1C=CC(P(C2C=CC=CC=2)[C-]2C=CC=C2)=CC=1.C1C=CC(P(C2C=CC=CC=2)[C-]2C=CC=C2)=CC=1.Cl[Pd]Cl.[Fe+2]. The product is [Cl:1][C:2]1[CH:10]=[C:9]2[C:5]([C:6]([C:11]([O:13][CH3:14])=[O:12])=[CH:7][NH:8]2)=[CH:4][C:3]=1[C:24]1[CH:25]=[CH:26][C:27]([CH:30]2[CH2:33][CH2:32][N:31]2[S:34]([CH3:37])(=[O:35])=[O:36])=[CH:28][CH:29]=1. The yield is 0.620. (6) The reactants are C([N:8]1[CH2:13][CH2:12][CH:11]([N:14]2[CH2:20][CH2:19][C:18]3[CH:21]=[CH:22][CH:23]=[CH:24][C:17]=3[NH:16][C:15]2=[O:25])[CH2:10][CH2:9]1)C1C=CC=CC=1. The catalyst is CO.[Pd]. The product is [NH:8]1[CH2:9][CH2:10][CH:11]([N:14]2[CH2:20][CH2:19][C:18]3[CH:21]=[CH:22][CH:23]=[CH:24][C:17]=3[NH:16][C:15]2=[O:25])[CH2:12][CH2:13]1. The yield is 0.680.